This data is from Forward reaction prediction with 1.9M reactions from USPTO patents (1976-2016). The task is: Predict the product of the given reaction. (1) The product is: [F:19][C:20]1[CH:25]=[CH:24][C:23]([C:2]2[CH:18]=[CH:17][C:5]([O:6][CH2:7][C:8]3[CH:9]=[C:10]([C:14]([OH:16])=[O:15])[O:11][C:12]=3[CH3:13])=[CH:4][CH:3]=2)=[CH:22][CH:21]=1. Given the reactants I[C:2]1[CH:18]=[CH:17][C:5]([O:6][CH2:7][C:8]2[CH:9]=[C:10]([C:14]([OH:16])=[O:15])[O:11][C:12]=2[CH3:13])=[CH:4][CH:3]=1.[F:19][C:20]1[CH:25]=[CH:24][C:23](B(O)O)=[CH:22][CH:21]=1, predict the reaction product. (2) Given the reactants [CH2:1]([O:3][C:4]1[CH:5]=[C:6]([N:13]2[CH2:18][CH2:17][N:16]([C:19](=[O:21])[CH3:20])[CH2:15][CH2:14]2)[CH:7]=[CH:8][C:9]=1[N+:10]([O-])=O)[CH3:2], predict the reaction product. The product is: [NH2:10][C:9]1[CH:8]=[CH:7][C:6]([N:13]2[CH2:18][CH2:17][N:16]([C:19](=[O:21])[CH3:20])[CH2:15][CH2:14]2)=[CH:5][C:4]=1[O:3][CH2:1][CH3:2]. (3) Given the reactants [C:1]([C:4]1[CH:5]=[CH:6][C:7]([NH:10][C:11](=[O:28])[CH:12]([NH:16][C:17](=[O:27])[CH2:18][C:19]2[CH:24]=[C:23]([F:25])[CH:22]=[C:21]([F:26])[CH:20]=2)[CH2:13][CH2:14][CH3:15])=[N:8][CH:9]=1)(=O)[CH3:2].[NH2:29][CH2:30][CH2:31][OH:32].C(O[BH-](OC(=O)C)OC(=O)C)(=O)C.[Na+].C([BH3-])#N.[Na+], predict the reaction product. The product is: [OH:32][CH2:31][CH2:30][NH:29][CH:1]([C:4]1[CH:5]=[CH:6][C:7]([NH:10][C:11](=[O:28])[CH:12]([NH:16][C:17](=[O:27])[CH2:18][C:19]2[CH:24]=[C:23]([F:25])[CH:22]=[C:21]([F:26])[CH:20]=2)[CH2:13][CH2:14][CH3:15])=[N:8][CH:9]=1)[CH3:2]. (4) Given the reactants [NH2:1][C:2]1[N:11]=[C:10]([OH:12])[C:9]2[C:4](=[N:5][CH:6]=[C:7]([CH2:13][NH:14][C:15]3[CH:49]=[CH:48][C:18]([C:19]([NH:21][C@H:22]([C:44]([O:46]C)=[O:45])[CH2:23][CH2:24][C:25](=[O:43])[NH:26][CH2:27][CH2:28][O:29][CH2:30][CH2:31][O:32][CH2:33][CH2:34][NH:35]C(=O)OC(C)(C)C)=[O:20])=[CH:17][CH:16]=3)[N:8]=2)[N:3]=1.[OH-].[Li+].C1COCC1.O, predict the reaction product. The product is: [NH2:1][C:2]1[N:11]=[C:10]([OH:12])[C:9]2[C:4](=[N:5][CH:6]=[C:7]([CH2:13][NH:14][C:15]3[CH:16]=[CH:17][C:18]([C:19]([NH:21][C@@H:22]([CH2:23][CH2:24][C:25]([NH:26][CH2:27][CH2:28][O:29][CH2:30][CH2:31][O:32][CH2:33][CH2:34][NH2:35])=[O:43])[C:44]([OH:46])=[O:45])=[O:20])=[CH:48][CH:49]=3)[N:8]=2)[N:3]=1. (5) Given the reactants [OH-].[K+].[CH3:3][CH:4]([S:6]([C:9]1[CH:10]=[C:11]2[C:16](=[CH:17][C:18]=1[O:19][CH3:20])[N:15]=[C:14]([C:21]1[CH:26]=[CH:25][CH:24]=[C:23]([C:27]([F:30])([F:29])[F:28])[CH:22]=1)[C:13]([CH2:31][N:32]1[CH2:37][CH2:36][CH:35]([N:38]3[CH2:43][CH2:42][O:41][CH2:40][CH2:39]3)[CH2:34][CH2:33]1)=[C:12]2[C:44]([O:46]C)=[O:45])(=[O:8])=[O:7])[CH3:5], predict the reaction product. The product is: [CH3:5][CH:4]([S:6]([C:9]1[CH:10]=[C:11]2[C:16](=[CH:17][C:18]=1[O:19][CH3:20])[N:15]=[C:14]([C:21]1[CH:26]=[CH:25][CH:24]=[C:23]([C:27]([F:30])([F:29])[F:28])[CH:22]=1)[C:13]([CH2:31][N:32]1[CH2:37][CH2:36][CH:35]([N:38]3[CH2:43][CH2:42][O:41][CH2:40][CH2:39]3)[CH2:34][CH2:33]1)=[C:12]2[C:44]([OH:46])=[O:45])(=[O:8])=[O:7])[CH3:3]. (6) The product is: [OH:15][CH2:14][C:10]1[S:11][C:7]([S:11][CH2:10][CH2:9][CH2:8][CH3:7])=[CH:8][CH:9]=1. Given the reactants [BH4-].[Na+].C([C:7]1[S:11][C:10](C=S)=[CH:9][CH:8]=1)CCC.[CH3:14][OH:15], predict the reaction product. (7) Given the reactants [C:1]1(=[O:8])[CH2:6][CH2:5][C:4](=O)[CH2:3][CH2:2]1.[Br:9]Br.[C:11]([NH:14][C:15]([NH2:17])=[S:16])(=[O:13])[CH3:12].O, predict the reaction product. The product is: [BrH:9].[C:11]([NH:14][C:15]1[S:16][C:5]2[CH2:6][C:1](=[O:8])[CH2:2][CH2:3][C:4]=2[N:17]=1)(=[O:13])[CH3:12].